Predict the product of the given reaction. From a dataset of Forward reaction prediction with 1.9M reactions from USPTO patents (1976-2016). (1) The product is: [OH:1][C@:2]1([C@:23]2([CH3:24])[C@H:9]([C@H:10]3[C@H:20]([CH2:21][CH2:22]2)[C@:18]2([CH3:19])[C:13](=[CH:14][C:15](=[O:25])[CH2:16][CH2:17]2)[CH2:12][CH2:11]3)[CH2:8][CH2:7]1)[C:3](=[O:6])[CH2:37][C:26](=[O:31])[CH2:27][CH2:28][CH3:29]. Given the reactants [OH:1][C@:2]1([C@:23]2([CH3:24])[C@H:9]([C@H:10]3[C@H:20]([CH2:21][CH2:22]2)[C@:18]2([CH3:19])[C:13](=[CH:14][C:15](=[O:25])[CH2:16][CH2:17]2)[CH2:12][CH2:11]3)[CH2:8][CH2:7]1)[C:3](=[O:6])CO.[C:26]([O:31]CC(F)(F)F)(=O)[CH2:27][CH2:28][CH3:29].[CH2:37](C(C)=O)C, predict the reaction product. (2) Given the reactants [NH2:1][C:2]1[C:10]([CH2:11][CH3:12])=[CH:9][CH:8]=[CH:7][C:3]=1[C:4]([OH:6])=[O:5].[C:13](OC(=O)C)(=O)[CH3:14], predict the reaction product. The product is: [CH2:11]([C:10]1[C:2]2[N:1]=[C:13]([CH3:14])[O:5][C:4](=[O:6])[C:3]=2[CH:7]=[CH:8][CH:9]=1)[CH3:12]. (3) Given the reactants N(C1N(CC(C)C)C(=O)N(C)C(=O)C=1)N.ClC1C=C2C(=CC=1)NC=C2C=O.C(C1C=C(C=O)N(C)C=1)(=O)C.[C:39]([C:42]1[CH:43]=[C:44]([C:48]2[N:49]([CH2:64][C:65]3[C:73]4[C:68](=[CH:69][CH:70]=[C:71]([Cl:74])[CH:72]=4)[NH:67][CH:66]=3)[N:50]=[C:51]3[C:56]=2[C:55](=[O:57])[N:54]([CH3:58])[C:53](=[O:59])[N:52]3[CH2:60][CH:61]([CH3:63])[CH3:62])[N:45]([CH3:47])[CH:46]=1)(=O)[CH3:40].Cl.[NH2:76][OH:77], predict the reaction product. The product is: [Cl:74][C:71]1[CH:72]=[C:73]2[C:68](=[CH:69][CH:70]=1)[NH:67][CH:66]=[C:65]2[CH2:64][N:49]1[C:48]([C:44]2[N:45]([CH3:47])[CH:46]=[C:42](/[C:39](=[N:76]/[OH:77])/[CH3:40])[CH:43]=2)=[C:56]2[C:51]([N:52]([CH2:60][CH:61]([CH3:62])[CH3:63])[C:53](=[O:59])[N:54]([CH3:58])[C:55]2=[O:57])=[N:50]1. (4) Given the reactants C(OC([N:8]1[CH2:17][CH2:16][C:15]2[C:10](=[CH:11][C:12]([NH:18][C:19]([C:21]3[CH:42]=[CH:41][C:24]([O:25][C:26]4[CH:35]=[C:34]5[C:29]([CH:30]([C:36]([OH:38])=[O:37])[CH2:31][CH2:32][O:33]5)=[CH:28][C:27]=4[C:39]#[N:40])=[CH:23][CH:22]=3)=[O:20])=[CH:13][CH:14]=2)[CH2:9]1)=O)(C)(C)C.[ClH:43], predict the reaction product. The product is: [ClH:43].[C:39]([C:27]1[CH:28]=[C:29]2[C:34](=[CH:35][C:26]=1[O:25][C:24]1[CH:23]=[CH:22][C:21]([C:19](=[O:20])[NH:18][C:12]3[CH:11]=[C:10]4[C:15]([CH2:16][CH2:17][NH:8][CH2:9]4)=[CH:14][CH:13]=3)=[CH:42][CH:41]=1)[O:33][CH2:32][CH2:31][CH:30]2[C:36]([OH:38])=[O:37])#[N:40]. (5) Given the reactants Br[CH2:2][C:3]1[C:11]([F:12])=[C:10]([C:13]2[CH:18]=[CH:17][CH:16]=[C:15]([Cl:19])[CH:14]=2)[C:6]2[N:7]=[CH:8][S:9][C:5]=2[CH:4]=1.C([N:23]([CH:26]([CH3:28])C)[CH2:24][CH3:25])(C)C.[C:29]([NH:36]N1CCCCC1)([O:31][C:32]([CH3:35])([CH3:34])[CH3:33])=[O:30].[CH2:43](Cl)Cl, predict the reaction product. The product is: [C:32]([O:31][C:29](=[O:30])[NH:36][CH:43]1[CH2:25][CH2:24][N:23]([CH2:2][C:3]2[C:11]([F:12])=[C:10]([C:13]3[CH:18]=[CH:17][CH:16]=[C:15]([Cl:19])[CH:14]=3)[C:6]3[N:7]=[CH:8][S:9][C:5]=3[CH:4]=2)[CH2:26][CH2:28]1)([CH3:33])([CH3:34])[CH3:35]. (6) Given the reactants C([N:8]1[CH2:13][CH2:12][NH:11][CH2:10][C@@H:9]1[CH2:14][CH2:15][C:16]1[C:25]2[C:20](=[CH:21][CH:22]=[CH:23][CH:24]=2)[CH:19]=[CH:18][CH:17]=1)C1C=CC=CC=1.C([O-])=O.[NH4+], predict the reaction product. The product is: [C:16]1([CH2:15][CH2:14][C@H:9]2[CH2:10][NH:11][CH2:12][CH2:13][NH:8]2)[C:25]2[C:20](=[CH:21][CH:22]=[CH:23][CH:24]=2)[CH:19]=[CH:18][CH:17]=1. (7) Given the reactants [CH:1]1([C:5]2[NH:14][C:8]3=[N+:9]([O-])[CH:10]=[CH:11][CH:12]=[C:7]3[CH:6]=2)[CH2:4][CH2:3][CH2:2]1.CS([Cl:19])(=O)=O.[OH-].[Na+], predict the reaction product. The product is: [Cl:19][C:12]1[CH:11]=[CH:10][N:9]=[C:8]2[NH:14][C:5]([CH:1]3[CH2:4][CH2:3][CH2:2]3)=[CH:6][C:7]=12.